From a dataset of Catalyst prediction with 721,799 reactions and 888 catalyst types from USPTO. Predict which catalyst facilitates the given reaction. Reactant: [Br:1][C:2]1[CH:3]=[C:4]2[C:9](=[CH:10][CH:11]=1)[N:8]=[CH:7][C:6]([NH2:12])=[C:5]2[NH:13][C:14]1[C:15]([O:20][CH3:21])=[N:16][CH:17]=[CH:18][CH:19]=1.[C:22](Cl)(=O)[O:23]C(Cl)(Cl)Cl. Product: [Br:1][C:2]1[CH:11]=[CH:10][C:9]2[N:8]=[CH:7][C:6]3[NH:12][C:22](=[O:23])[N:13]([C:14]4[C:15]([O:20][CH3:21])=[N:16][CH:17]=[CH:18][CH:19]=4)[C:5]=3[C:4]=2[CH:3]=1. The catalyst class is: 2.